Dataset: Forward reaction prediction with 1.9M reactions from USPTO patents (1976-2016). Task: Predict the product of the given reaction. (1) Given the reactants [Si:1]([O:8][C:9]1[CH:18]=[C:17]([CH3:19])[CH:16]=[CH:15][C:10]=1[C:11]([O:13][CH3:14])=[O:12])([C:4]([CH3:7])([CH3:6])[CH3:5])([CH3:3])[CH3:2].C1C(=O)N([Br:27])C(=O)C1.CC(N=NC(C#N)(C)C)(C#N)C.O, predict the reaction product. The product is: [Br:27][CH2:19][C:17]1[CH:16]=[CH:15][C:10]([C:11]([O:13][CH3:14])=[O:12])=[C:9]([O:8][Si:1]([C:4]([CH3:7])([CH3:6])[CH3:5])([CH3:2])[CH3:3])[CH:18]=1. (2) Given the reactants Br[CH:2]([C:4]1[C:13]([Cl:14])=[N:12][CH:11]=[CH:10][C:5]=1[C:6]([O:8]C)=O)[CH3:3].Cl.[CH3:16][C:17]1[CH:18]=[C:19]([CH:29]([NH2:31])[CH3:30])[CH:20]=[N:21][C:22]=1[O:23][CH2:24][C:25]([F:28])([F:27])[F:26], predict the reaction product. The product is: [Cl:14][C:13]1[C:4]2[CH:2]([CH3:3])[N:31]([CH:29]([C:19]3[CH:20]=[N:21][C:22]([O:23][CH2:24][C:25]([F:28])([F:26])[F:27])=[C:17]([CH3:16])[CH:18]=3)[CH3:30])[C:6](=[O:8])[C:5]=2[CH:10]=[CH:11][N:12]=1. (3) Given the reactants [CH2:1]([N:3]1[CH2:7][C@H:6]([CH2:8][CH2:9]I)[C:5]([C:17]2[CH:22]=[CH:21][CH:20]=[CH:19][CH:18]=2)([C:11]2[CH:16]=[CH:15][CH:14]=[CH:13][CH:12]=2)[C:4]1=[O:23])[CH3:2].[NH:24]1[CH2:29][CH2:28][O:27][CH2:26][CH2:25]1, predict the reaction product. The product is: [CH2:1]([N:3]1[CH2:7][C@H:6]([CH2:8][CH2:9][N:24]2[CH2:29][CH2:28][O:27][CH2:26][CH2:25]2)[C:5]([C:17]2[CH:22]=[CH:21][CH:20]=[CH:19][CH:18]=2)([C:11]2[CH:16]=[CH:15][CH:14]=[CH:13][CH:12]=2)[C:4]1=[O:23])[CH3:2]. (4) The product is: [F:21][C:18]1[CH:17]=[CH:16][C:15]([CH2:14][N:7]2[C:8]3[C:13](=[CH:12][CH:11]=[CH:10][CH:9]=3)[C:5]([C:3]([OH:4])=[O:2])=[N:6]2)=[CH:20][CH:19]=1. Given the reactants C[O:2][C:3]([C:5]1[C:13]2[C:8](=[CH:9][CH:10]=[CH:11][CH:12]=2)[N:7]([CH2:14][C:15]2[CH:20]=[CH:19][C:18]([F:21])=[CH:17][CH:16]=2)[N:6]=1)=[O:4].[OH-].[Na+], predict the reaction product. (5) Given the reactants [CH3:1][O:2][C:3](=[O:26])[CH2:4][C:5]1[C:14]([CH3:15])=[C:13](B2OC(C)(C)C(C)(C)O2)[C:12]2[C:7](=[CH:8][CH:9]=[C:10]([F:25])[CH:11]=2)[CH:6]=1.Br[C:28]1[CH:33]=[CH:32][C:31]([S:34][C:35]2[CH:40]=[CH:39][CH:38]=[C:37]([Cl:41])[CH:36]=2)=[CH:30][CH:29]=1.C(=O)(O)[O-].[Na+].O, predict the reaction product. The product is: [CH3:1][O:2][C:3](=[O:26])[CH2:4][C:5]1[C:14]([CH3:15])=[C:13]([C:28]2[CH:29]=[CH:30][C:31]([S:34][C:35]3[CH:40]=[CH:39][CH:38]=[C:37]([Cl:41])[CH:36]=3)=[CH:32][CH:33]=2)[C:12]2[C:7](=[CH:8][CH:9]=[C:10]([F:25])[CH:11]=2)[CH:6]=1. (6) Given the reactants [NH:1]1[CH:5]=[CH:4][N:3]=[C:2]1[C:6]([OH:8])=O.C1N=CN([C:14](N2C=NC=C2)=[O:15])C=1.C([N:23]([CH2:26][CH3:27])CC)C.[C:28]1([C:34]2[CH:41]=[C:38](OC)[C:37](N)=[CH:36][CH:35]=2)[CH:33]=[CH:32][CH:31]=CC=1, predict the reaction product. The product is: [CH3:14][O:15][C:31]1[CH:32]=[CH:33][C:28]([C:34]2[CH:35]=[CH:36][CH:37]=[CH:38][CH:41]=2)=[CH:27][C:26]=1[NH:23][C:6]([C:2]1[NH:1][CH:5]=[CH:4][N:3]=1)=[O:8]. (7) Given the reactants CC1(C)C2C(=C(P(C3C=CC=CC=3)C3C=CC=CC=3)C=CC=2)OC2C(P(C3C=CC=CC=3)C3C=CC=CC=3)=CC=CC1=2.Cl[C:44]1[N:67]([CH3:68])[C:47]2[N:48]=[C:49]([NH:59][CH2:60][C:61]3[CH:62]=[N:63][CH:64]=[CH:65][CH:66]=3)[N:50]=[C:51]([C:52]([C:54]3[S:55][CH:56]=[CH:57][CH:58]=3)=[O:53])[C:46]=2[CH:45]=1.CC([O-])(C)C.[Na+].[S:75]1[CH:79]=[CH:78][CH:77]=[C:76]1[C:80]([NH2:82])=[O:81], predict the reaction product. The product is: [CH3:68][N:67]1[C:47]2[N:48]=[C:49]([NH:59][CH2:60][C:61]3[CH:62]=[N:63][CH:64]=[CH:65][CH:66]=3)[N:50]=[C:51]([C:52]([C:54]3[S:55][CH:56]=[CH:57][CH:58]=3)=[O:53])[C:46]=2[CH:45]=[C:44]1[NH:82][C:80]([C:76]1[S:75][CH:79]=[CH:78][CH:77]=1)=[O:81].